From a dataset of Full USPTO retrosynthesis dataset with 1.9M reactions from patents (1976-2016). Predict the reactants needed to synthesize the given product. (1) Given the product [Cl:13][C:14]1[CH:15]=[C:16]([CH2:21][CH2:22][NH:23][CH2:7][C:6]2[CH:9]=[CH:10][C:3]([Si:2]([CH3:12])([CH3:11])[CH3:1])=[CH:4][CH:5]=2)[CH:17]=[CH:18][C:19]=1[Cl:20], predict the reactants needed to synthesize it. The reactants are: [CH3:1][Si:2]([CH3:12])([CH3:11])[C:3]1[CH:10]=[CH:9][C:6]([CH:7]=O)=[CH:5][CH:4]=1.[Cl:13][C:14]1[CH:15]=[C:16]([CH2:21][CH2:22][NH2:23])[CH:17]=[CH:18][C:19]=1[Cl:20].[BH4-].[Na+].O. (2) Given the product [O:27]1[CH2:30][CH:29]([NH:31][C:23]([NH:13][C:12]2[CH:14]=[CH:15][C:9]([B:4]3[O:3][C:2]([CH3:16])([CH3:1])[C:6]([CH3:7])([CH3:8])[O:5]3)=[CH:10][CH:11]=2)=[O:24])[CH2:28]1, predict the reactants needed to synthesize it. The reactants are: [CH3:1][C:2]1([CH3:16])[C:6]([CH3:8])([CH3:7])[O:5][B:4]([C:9]2[CH:15]=[CH:14][C:12]([NH2:13])=[CH:11][CH:10]=2)[O:3]1.N1C=CC=CC=1.[C:23](Cl)(Cl)=[O:24].[O:27]1[CH2:30][CH:29]([NH2:31])[CH2:28]1.Cl.CCN(C(C)C)C(C)C. (3) The reactants are: [F:1][C:2]([F:27])([F:26])[C:3]1[CH:21]=[C:20]([C:22]([F:25])([F:24])[F:23])[CH:19]=[CH:18][C:4]=1[CH2:5][N:6]1[C:14]2[C:9](=[CH:10][C:11]([CH:15]=O)=[CH:12][CH:13]=2)[C:8]([I:17])=[N:7]1.[C:28]([O:32][C:33]([N:35]1[CH2:40][CH2:39][N:38]([C:41]2[S:42][CH2:43][C:44](=[O:46])[N:45]=2)[CH2:37][CH:36]1[CH2:47][OH:48])=[O:34])([CH3:31])([CH3:30])[CH3:29]. Given the product [C:28]([O:32][C:33]([N:35]1[CH2:40][CH2:39][N:38]([C:41]2[S:42][C:43](=[CH:15][C:11]3[CH:10]=[C:9]4[C:14](=[CH:13][CH:12]=3)[N:6]([CH2:5][C:4]3[CH:18]=[CH:19][C:20]([C:22]([F:25])([F:24])[F:23])=[CH:21][C:3]=3[C:2]([F:26])([F:1])[F:27])[N:7]=[C:8]4[I:17])[C:44](=[O:46])[N:45]=2)[CH2:37][CH:36]1[CH2:47][OH:48])=[O:34])([CH3:31])([CH3:30])[CH3:29], predict the reactants needed to synthesize it.